Dataset: Catalyst prediction with 721,799 reactions and 888 catalyst types from USPTO. Task: Predict which catalyst facilitates the given reaction. (1) Reactant: [CH3:1][O:2][C:3]1[CH:8]=[CH:7][C:6]([N:9]2[CH:13]=[CH:12][CH:11]=[N:10]2)=[CH:5][CH:4]=1.C1C(=O)N([Cl:21])C(=O)C1. Product: [Cl:21][C:12]1[CH:11]=[N:10][N:9]([C:6]2[CH:5]=[CH:4][C:3]([O:2][CH3:1])=[CH:8][CH:7]=2)[CH:13]=1. The catalyst class is: 1. (2) Reactant: [NH2:1][C:2]1[CH:7]=[CH:6][C:5]([F:8])=[CH:4][N:3]=1.CCN(C(C)C)C(C)C.[Cl:18][CH2:19][C:20](Cl)=[O:21]. Product: [Cl:18][CH2:19][C:20]([NH:1][C:2]1[CH:7]=[CH:6][C:5]([F:8])=[CH:4][N:3]=1)=[O:21]. The catalyst class is: 2. (3) Reactant: [CH2:1]([O:3][C:4]1[C:5]([NH2:10])=[N:6][CH:7]=[CH:8][CH:9]=1)[CH3:2].C(N(CC)CC)C.[F:18][C:19]1[CH:20]=[N:21][C:22]([O:28][C:29]2[CH:34]=[CH:33][CH:32]=[C:31]([S:35][CH3:36])[CH:30]=2)=[C:23]([CH:27]=1)[C:24](O)=[O:25].Cl.CN(C)CCCN=C=NCC.ON1C2C=CC=CC=2N=N1. Product: [CH2:1]([O:3][C:4]1[C:5]([NH:10][C:24](=[O:25])[C:23]2[CH:27]=[C:19]([F:18])[CH:20]=[N:21][C:22]=2[O:28][C:29]2[CH:34]=[CH:33][CH:32]=[C:31]([S:35][CH3:36])[CH:30]=2)=[N:6][CH:7]=[CH:8][CH:9]=1)[CH3:2]. The catalyst class is: 9. (4) The catalyst class is: 367. Reactant: [F:1][C:2]1[CH:7]=[C:6]([N:8]2[CH2:13][CH2:12][O:11][CH2:10][C:9]2=[O:14])[CH:5]=[CH:4][C:3]=1[NH:15][CH2:16][C@@H:17]([OH:30])[CH2:18][N:19]1[C:27](=[O:28])[C:26]2[C:21](=[CH:22][CH:23]=[CH:24][CH:25]=2)[C:20]1=[O:29].[C:31](N1C=CN=C1)(N1C=CN=C1)=[O:32]. Product: [F:1][C:2]1[CH:7]=[C:6]([N:8]2[CH2:13][CH2:12][O:11][CH2:10][C:9]2=[O:14])[CH:5]=[CH:4][C:3]=1[N:15]1[CH2:16][C@H:17]([CH2:18][N:19]2[C:27](=[O:28])[C:26]3[C:21](=[CH:22][CH:23]=[CH:24][CH:25]=3)[C:20]2=[O:29])[O:30][C:31]1=[O:32]. (5) The catalyst class is: 12. Reactant: [F:1][C:2]1[CH:3]=[C:4]([CH:6]=[CH:7][CH:8]=1)[NH2:5].C[Al](C)C.O1CCCC1.C([O:20][C:21]([C:23]1[NH:24][C:25]2[C:30]([CH:31]=1)=[CH:29][C:28]([CH:32]1[CH2:37][CH2:36][N:35]([CH:38]([CH3:40])[CH3:39])[CH2:34][CH2:33]1)=[CH:27][CH:26]=2)=O)C. Product: [F:1][C:2]1[CH:3]=[C:4]([NH:5][C:21]([C:23]2[NH:24][C:25]3[C:30]([CH:31]=2)=[CH:29][C:28]([CH:32]2[CH2:37][CH2:36][N:35]([CH:38]([CH3:40])[CH3:39])[CH2:34][CH2:33]2)=[CH:27][CH:26]=3)=[O:20])[CH:6]=[CH:7][CH:8]=1. (6) Reactant: [CH2:1]([C:5]1[CH:10]=[CH:9][C:8]([C:11]#[C:12][C:13]2[CH:22]=[CH:21][C:16]([C:17]([O:19]C)=[O:18])=[CH:15][CH:14]=2)=[CH:7][CH:6]=1)[CH2:2][CH2:3][CH3:4].[Li+].[OH-].O. Product: [CH2:1]([C:5]1[CH:10]=[CH:9][C:8]([C:11]#[C:12][C:13]2[CH:22]=[CH:21][C:16]([C:17]([OH:19])=[O:18])=[CH:15][CH:14]=2)=[CH:7][CH:6]=1)[CH2:2][CH2:3][CH3:4]. The catalyst class is: 5. (7) Reactant: F[C:2](F)(F)[C:3]([O:5][C:6]1[C:11]([F:12])=[C:10]([F:13])[CH:9]=[C:8]([F:14])[C:7]=1[F:15])=[O:4].[C:18]([O:22][C:23]([N:25]1[C:36]2[C:28](=[C:29]3[C:33](=[CH:34][CH:35]=2)[NH:32]C(C(O)=O)=[CH:30]3)[CH2:27][CH2:26]1)=[O:24])([CH3:21])([CH3:20])[CH3:19].C(N(CC)CC)C. Product: [C:18]([O:22][C:23]([N:25]1[C:36]2[C:28](=[C:29]3[C:33](=[CH:34][CH:35]=2)[NH:32][C:2]([C:3]([O:5][C:6]2[C:11]([F:12])=[C:10]([F:13])[CH:9]=[C:8]([F:14])[C:7]=2[F:15])=[O:4])=[CH:30]3)[CH2:27][CH2:26]1)=[O:24])([CH3:21])([CH3:19])[CH3:20]. The catalyst class is: 2.